From a dataset of Catalyst prediction with 721,799 reactions and 888 catalyst types from USPTO. Predict which catalyst facilitates the given reaction. (1) Reactant: [CH3:1][O:2][C:3]([C:5]1[CH:9]=[CH:8][N:7]([C:10]2[CH:15]=[CH:14][CH:13]=[CH:12][CH:11]=2)[C:6]=1[C:16]1[CH:21]=[CH:20][CH:19]=[CH:18][CH:17]=1)=[O:4].[C:22](OC(C)=C)(=[O:24])[CH3:23].CS(O)(=O)=O.ClCCCl. Product: [CH3:1][O:2][C:3]([C:5]1[CH:9]=[C:8]([C:22](=[O:24])[CH3:23])[N:7]([C:10]2[CH:15]=[CH:14][CH:13]=[CH:12][CH:11]=2)[C:6]=1[C:16]1[CH:21]=[CH:20][CH:19]=[CH:18][CH:17]=1)=[O:4].[CH3:1][O:2][C:3]([C:5]1[C:9]([C:22](=[O:24])[CH3:23])=[CH:8][N:7]([C:10]2[CH:15]=[CH:14][CH:13]=[CH:12][CH:11]=2)[C:6]=1[C:16]1[CH:21]=[CH:20][CH:19]=[CH:18][CH:17]=1)=[O:4]. The catalyst class is: 6. (2) Reactant: [Cl:1][C:2]1[CH:3]=[N:4][CH:5]=[C:6]([Cl:17])[C:7]=1[N:8]1[CH2:13][CH2:12][CH:11]([C:14](=[S:16])[NH2:15])[CH2:10][CH2:9]1.Cl[CH2:19][CH:20]=O. The catalyst class is: 8. Product: [Cl:1][C:2]1[CH:3]=[N:4][CH:5]=[C:6]([Cl:17])[C:7]=1[N:8]1[CH2:13][CH2:12][CH:11]([C:14]2[S:16][CH:19]=[CH:20][N:15]=2)[CH2:10][CH2:9]1. (3) Reactant: [Cl-].[C:2]([C:4]1([CH2:10][CH:11]([CH3:13])[CH3:12])[CH2:9][CH2:8][NH2+:7][CH2:6][CH2:5]1)#[N:3].C(N(CC)CC)C.[CH2:21]([S:23](Cl)(=[O:25])=[O:24])[CH3:22]. Product: [CH2:21]([S:23]([N:7]1[CH2:8][CH2:9][C:4]([CH2:10][CH:11]([CH3:13])[CH3:12])([C:2]#[N:3])[CH2:5][CH2:6]1)(=[O:25])=[O:24])[CH3:22]. The catalyst class is: 4. (4) Reactant: [CH2:1]1[C:3]2([CH2:8][CH2:7][CH2:6][C:5](=[O:9])[CH2:4]2)[CH2:2]1.[Li+].[CH3:11][Si]([N-][Si](C)(C)C)(C)C.IC. Product: [CH3:11][CH:6]1[CH2:7][CH2:8][C:3]2([CH2:2][CH2:1]2)[CH2:4][C:5]1=[O:9]. The catalyst class is: 1. (5) Reactant: [Cl:1][C:2]1[CH:27]=[CH:26][C:5]2[N:6]=[C:7]([NH:9][C:10]3[N:14]([CH2:15][CH2:16][O:17][CH3:18])[C:13]4[CH:19]=[CH:20][C:21]([C:23](O)=[O:24])=[CH:22][C:12]=4[N:11]=3)[S:8][C:4]=2[CH:3]=1.[C:28]([O:32][C:33]([N:35]1[CH2:40][CH2:39][CH:38]([CH2:41][NH2:42])[CH2:37][CH2:36]1)=[O:34])([CH3:31])([CH3:30])[CH3:29].CN(C(ON1N=NC2C=CC=CC1=2)=[N+](C)C)C.F[P-](F)(F)(F)(F)F.CCN(C(C)C)C(C)C. Product: [C:28]([O:32][C:33]([N:35]1[CH2:40][CH2:39][CH:38]([CH2:41][NH:42][C:23]([C:21]2[CH:20]=[CH:19][C:13]3[N:14]([CH2:15][CH2:16][O:17][CH3:18])[C:10]([NH:9][C:7]4[S:8][C:4]5[CH:3]=[C:2]([Cl:1])[CH:27]=[CH:26][C:5]=5[N:6]=4)=[N:11][C:12]=3[CH:22]=2)=[O:24])[CH2:37][CH2:36]1)=[O:34])([CH3:31])([CH3:30])[CH3:29]. The catalyst class is: 3.